From a dataset of Reaction yield outcomes from USPTO patents with 853,638 reactions. Predict the reaction yield, written as a fraction of the theoretical maximum amount of product (1.0 means a 100% yield; for example, 0.34 means a 34% yield). The reactants are [NH2:1][C:2]1[N:6]([C:7]2[CH:8]=[C:9]([CH2:13][OH:14])[CH:10]=[CH:11][CH:12]=2)[N:5]=[C:4]([C:15]([CH3:18])([CH3:17])[CH3:16])[CH:3]=1.[OH-].[Na+].Cl[C:22]([O:24][CH2:25][C:26]([Cl:29])([Cl:28])[Cl:27])=[O:23]. The catalyst is CCOC(C)=O. The product is [Cl:27][C:26]([Cl:29])([Cl:28])[CH2:25][O:24][C:22](=[O:23])[NH:1][C:2]1[N:6]([C:7]2[CH:12]=[CH:11][CH:10]=[C:9]([CH2:13][OH:14])[CH:8]=2)[N:5]=[C:4]([C:15]([CH3:18])([CH3:17])[CH3:16])[CH:3]=1. The yield is 0.990.